This data is from Reaction yield outcomes from USPTO patents with 853,638 reactions. The task is: Predict the reaction yield, written as a fraction of the theoretical maximum amount of product (1.0 means a 100% yield; for example, 0.34 means a 34% yield). The reactants are [NH2:1][C:2]1[N:7]=[CH:6][N:5]=[C:4]2[N:8]([CH2:25][C@H:26]3[CH2:30][CH2:29][CH2:28][N:27]3[C:31](=[O:35])[CH2:32][C:33]#[N:34])[N:9]=[C:10]([C:11]3[CH:16]=[CH:15][C:14]([O:17][C:18]4[CH:23]=[CH:22][CH:21]=[CH:20][CH:19]=4)=[CH:13][C:12]=3[F:24])[C:3]=12.N1CCCCC1.[CH3:42][C:43]([N:47]1[CH2:52][CH2:51][CH2:50][CH2:49][CH2:48]1)([CH3:46])[CH:44]=O. The catalyst is C(O)C. The product is [NH2:1][C:2]1[N:7]=[CH:6][N:5]=[C:4]2[N:8]([CH2:25][C@H:26]3[CH2:30][CH2:29][CH2:28][N:27]3[C:31]([C:32](=[CH:42][C:43]([CH3:46])([N:47]3[CH2:52][CH2:51][CH2:50][CH2:49][CH2:48]3)[CH3:44])[C:33]#[N:34])=[O:35])[N:9]=[C:10]([C:11]3[CH:16]=[CH:15][C:14]([O:17][C:18]4[CH:19]=[CH:20][CH:21]=[CH:22][CH:23]=4)=[CH:13][C:12]=3[F:24])[C:3]=12. The yield is 0.0800.